From a dataset of Experimentally validated miRNA-target interactions with 360,000+ pairs, plus equal number of negative samples. Binary Classification. Given a miRNA mature sequence and a target amino acid sequence, predict their likelihood of interaction. (1) The miRNA is cel-miR-360-3p with sequence UGACCGUAAUCCCGUUCACAA. Result: 0 (no interaction). The protein sequence of the target gene is MDSQRELAEELRLYQSTLLQDGLKDLLEEKKFIDCTLKAGDKSFPCHRLILSACSPYFREYFLSEIEEEKKKEVALDNVDPAILDLIIKYLYSASIDLNDGNVQDIFALSSRFQIPSVFTVCVSYLQKRLAPGNCLAILRLGLLLDCPRLAISAREFVSDRFVQICKEEDFMQLSPQELISVISNDSLNVEKEEVVFEAVMKWVRTDKENRAKNLSEVFDCIRFRLMAEKYFKDHVEKDDIIKSNPEVQKKIKVLKDAFAGKLPEPSKNAEKAGAGEVNGDVGDEDLLPGYLNDIPRHGM.... (2) The miRNA is cel-miR-43-3p with sequence UAUCACAGUUUACUUGCUGUCGC. The protein sequence of the target gene is MSHAVTIEEPQAQPQVSQTRYRERSRAGSHISSNRAYDFLYDPLFIVSSEKDHTQANIQATLIRSRLRKVPRFKTMFSNLIHYPRYSLYWSKSDPVPPFISREWKGHKEKHREALRQLTTTDASFQMPKEVYEDPEVTGKNRYKYFERPFLPFFQQMPFNVVYAVSKAEPYTFPPTSTKHLSIPSKSTVGTQTDYRDADVQTDPYSAEYVVCQDSIPELLTLATLTWGRGLPAGQAEVEMIERAREKRAWEASLPALSDTSQFEKRRKMMNEMERKEWAFREQEIEKLQEIRLEVLKELL.... Result: 0 (no interaction). (3) The miRNA is hsa-miR-520c-3p with sequence AAAGUGCUUCCUUUUAGAGGGU. The protein sequence of the target gene is MHKWILTWILPTLLYRSCFHIICLVGTISLACNDMTPEQMATNVNCSSPERHTRSYDYMEGGDIRVRRLFCRTQWYLRIDKRGKVKGTQEMKNNYNIMEIRTVAVGIVAIKGVESEFYLAMNKEGKLYAKKECNEDCNFKELILENHYNTYASAKWTHNGGEMFVALNQKGIPVRGKKTKKEQKTAHFLPMAIT. Result: 1 (interaction). (4) The miRNA is rno-miR-322-5p with sequence CAGCAGCAAUUCAUGUUUUGGA. The protein sequence of the target gene is MKGASEEKLASVSNLVTVFENSRTPEAAPRGQRLEDVHHRPECRPPESPGPREKTNVGEAVGSEPRTVSRRYLNSLKNKLSSEAWRKSCQPVTLSGSGTQEPEKKIVQELLETEQAYVARLHLLDQVFFQELLKTARSSKAFPEDVVRVIFSNISSIYQFHSQFFLPELQRRLDDWTANPRIGDVIQKLAPFLKMYSEYVKNFERAAELLATWTDKSPLFQEVLTRIQSSEASGSLTLQHHMLEPVQRIPRYELLLKEYIQKLPAQAPDQADAQKALDMIFSAAQHSNAAITEMERLQDL.... Result: 0 (no interaction).